Predict the product of the given reaction. From a dataset of Forward reaction prediction with 1.9M reactions from USPTO patents (1976-2016). (1) Given the reactants OO.[CH3:3][O:4][CH2:5][CH2:6][N:7]([CH2:25][CH2:26][O:27][CH3:28])[CH2:8][CH2:9][CH2:10][C:11]1[N:12]=[N+:13]([O-:24])[C:14]2[CH:23]=[C:22]3[C:18]([CH2:19][CH2:20][CH2:21]3)=[CH:17][C:15]=2[N:16]=1.C(O)(C(F)(F)F)=[O:30], predict the reaction product. The product is: [O-:24][N+:13]1[C:14]2[CH:23]=[C:22]3[C:18](=[CH:17][C:15]=2[N+:16]([O-:30])=[C:11]([CH2:10][CH2:9][CH2:8][N:7]([CH2:25][CH2:26][O:27][CH3:28])[CH2:6][CH2:5][O:4][CH3:3])[N:12]=1)[CH2:19][CH2:20][CH2:21]3. (2) Given the reactants [C:1]([CH:3]1[CH2:8][CH2:7][N:6]([CH2:9][C:10]2([C:16]([O:18][C:19]([CH3:22])([CH3:21])[CH3:20])=[O:17])[CH2:15][CH2:14][O:13][CH2:12][CH2:11]2)[CH2:5][CH2:4]1)#[N:2], predict the reaction product. The product is: [NH2:2][CH2:1][CH:3]1[CH2:8][CH2:7][N:6]([CH2:9][C:10]2([C:16]([O:18][C:19]([CH3:22])([CH3:21])[CH3:20])=[O:17])[CH2:15][CH2:14][O:13][CH2:12][CH2:11]2)[CH2:5][CH2:4]1. (3) Given the reactants [CH2:1]([O:5][CH2:6][CH2:7][O:8][C:9]1[CH:14]=[CH:13][C:12]([C:15]2[CH:16]=[CH:17][C:18]3[N:25]([CH2:26][CH:27]([CH3:29])[CH3:28])[CH2:24][CH2:23][CH2:22][C:21]([C:30]([NH:32][C:33]4[CH:38]=[CH:37][C:36]([S:39][CH2:40][C:41]5[N:45]([CH2:46][CH2:47][CH3:48])[CH:44]=[N:43][CH:42]=5)=[C:35]([CH3:49])[CH:34]=4)=[O:31])=[CH:20][C:19]=3[CH:50]=2)=[CH:11][CH:10]=1)[CH2:2][CH2:3][CH3:4].ClC1C=CC=C(C(OO)=[O:59])C=1, predict the reaction product. The product is: [CH2:1]([O:5][CH2:6][CH2:7][O:8][C:9]1[CH:10]=[CH:11][C:12]([C:15]2[CH:16]=[CH:17][C:18]3[N:25]([CH2:26][CH:27]([CH3:28])[CH3:29])[CH2:24][CH2:23][CH2:22][C:21]([C:30]([NH:32][C:33]4[CH:38]=[CH:37][C:36]([S:39]([CH2:40][C:41]5[N:45]([CH2:46][CH2:47][CH3:48])[CH:44]=[N:43][CH:42]=5)=[O:59])=[C:35]([CH3:49])[CH:34]=4)=[O:31])=[CH:20][C:19]=3[CH:50]=2)=[CH:13][CH:14]=1)[CH2:2][CH2:3][CH3:4]. (4) The product is: [CH3:4][C:2](=[CH2:3])[C:1]([O:6][CH3:7])=[O:5].[C:8]([O:13][CH2:14][CH2:15][O:16][C:17](=[O:22])[CH2:18][C:19]([CH3:21])=[O:20])(=[O:12])[C:9]([CH3:11])=[CH2:10]. Given the reactants [C:1]([O:6][CH3:7])(=[O:5])[C:2]([CH3:4])=[CH2:3].[C:8]([O:13][CH2:14][CH2:15][O:16][C:17](=[O:22])[CH2:18][C:19]([CH3:21])=[O:20])(=[O:12])[C:9]([CH3:11])=[CH2:10].N(C(C)(C)C#N)=NC(C)(C)C#N, predict the reaction product.